From a dataset of Full USPTO retrosynthesis dataset with 1.9M reactions from patents (1976-2016). Predict the reactants needed to synthesize the given product. (1) Given the product [CH2:28]([C:30]1[N:31]([C:2]2[N:10]=[C:9]3[C:5]([N:6]=[C:7]([CH2:12][N:13]4[CH2:14][CH2:15][C:16]([CH2:20][OH:21])([CH3:19])[CH2:17][CH2:18]4)[N:8]3[CH3:11])=[C:4]([N:22]3[CH2:23][CH2:24][O:25][CH2:26][CH2:27]3)[N:3]=2)[C:32]2[CH:38]=[CH:37][CH:36]=[CH:35][C:33]=2[N:34]=1)[CH3:29], predict the reactants needed to synthesize it. The reactants are: Cl[C:2]1[N:10]=[C:9]2[C:5]([N:6]=[C:7]([CH2:12][N:13]3[CH2:18][CH2:17][C:16]([CH2:20][OH:21])([CH3:19])[CH2:15][CH2:14]3)[N:8]2[CH3:11])=[C:4]([N:22]2[CH2:27][CH2:26][O:25][CH2:24][CH2:23]2)[N:3]=1.[CH2:28]([C:30]1[NH:34][C:33]2[CH:35]=[CH:36][CH:37]=[CH:38][C:32]=2[N:31]=1)[CH3:29]. (2) Given the product [CH:2]([C:6]1[CH:7]=[C:8]([CH:11]=[C:12]([C:14]#[C:15][CH2:16][OH:17])[CH:13]=1)[C:9]#[N:10])=[O:1], predict the reactants needed to synthesize it. The reactants are: [O:1]1CCO[CH:2]1[C:6]1[CH:7]=[C:8]([CH:11]=[C:12]([C:14]#[C:15][CH2:16][OH:17])[CH:13]=1)[C:9]#[N:10].O.C1(C)C=CC(S(O)(=O)=O)=CC=1.C([O-])(O)=O.[Na+]. (3) The reactants are: [Br:1][C:2]1[CH:7]=[CH:6][C:5](/[C:8](=[N:22]\[O:23][CH2:24][CH3:25])/[CH:9]2[CH2:14][CH2:13][N:12]([C:15]3([CH3:21])[CH2:20][CH2:19][NH:18][CH2:17][CH2:16]3)[CH2:11][CH2:10]2)=[CH:4][CH:3]=1.[N:26]1[C:35]2[C:30](=[CH:31][CH:32]=[CH:33][CH:34]=2)[C:29]([C:36](O)=[O:37])=[CH:28][CH:27]=1.CCN(CC)CC.CN(C(ON1N=NC2C=CC=NC1=2)=[N+](C)C)C.F[P-](F)(F)(F)(F)F. Given the product [Br:1][C:2]1[CH:7]=[CH:6][C:5](/[C:8](=[N:22]\[O:23][CH2:24][CH3:25])/[CH:9]2[CH2:10][CH2:11][N:12]([C:15]3([CH3:21])[CH2:20][CH2:19][N:18]([C:36]([C:29]4[C:30]5[C:35](=[CH:34][CH:33]=[CH:32][CH:31]=5)[N:26]=[CH:27][CH:28]=4)=[O:37])[CH2:17][CH2:16]3)[CH2:13][CH2:14]2)=[CH:4][CH:3]=1, predict the reactants needed to synthesize it. (4) The reactants are: [CH3:1][C:2]1[CH:3]=[C:4]([C:9]([C:11]2[C:20](=[O:21])[C:19]3[C:14](=[CH:15][CH:16]=[CH:17][CH:18]=3)[NH:13][CH:12]=2)=[O:10])[CH:5]=[N:6][C:7]=1[CH3:8].[H-].[Na+].[Br:24][C:25]1[CH:30]=[CH:29][CH:28]=[C:27]([CH:31](Br)[CH3:32])[N:26]=1. Given the product [Br:24][C:25]1[N:26]=[C:27]([CH:31]([N:13]2[C:14]3[C:19](=[CH:18][CH:17]=[CH:16][CH:15]=3)[C:20](=[O:21])[C:11]([C:9]([C:4]3[CH:5]=[N:6][C:7]([CH3:8])=[C:2]([CH3:1])[CH:3]=3)=[O:10])=[CH:12]2)[CH3:32])[CH:28]=[CH:29][CH:30]=1, predict the reactants needed to synthesize it. (5) Given the product [NH2:13][C:9]1[N:10]=[CH:11][N:12]=[C:7]([CH2:6][C:5]2[CH:14]=[CH:15][C:2]([NH:1][C:25]([NH:24][C:21]3[CH:22]=[CH:23][C:18]([CH2:16][CH3:17])=[CH:19][CH:20]=3)=[O:26])=[CH:3][CH:4]=2)[CH:8]=1, predict the reactants needed to synthesize it. The reactants are: [NH2:1][C:2]1[CH:15]=[CH:14][C:5]([CH2:6][C:7]2[N:12]=[CH:11][N:10]=[C:9]([NH2:13])[CH:8]=2)=[CH:4][CH:3]=1.[CH2:16]([C:18]1[CH:23]=[CH:22][C:21]([N:24]=[C:25]=[O:26])=[CH:20][CH:19]=1)[CH3:17]. (6) The reactants are: [H-].[Na+].[O:3]([CH2:10][C:11]1[CH:21]=[C:14]2[C:15](=[O:20])[NH:16][CH2:17][CH2:18][CH2:19][N:13]2[N:12]=1)[C:4]1[CH:9]=[CH:8][CH:7]=[CH:6][CH:5]=1.Br[CH2:23][CH:24]1[CH2:26][CH2:25]1. Given the product [CH:24]1([CH2:23][N:16]2[CH2:17][CH2:18][CH2:19][N:13]3[N:12]=[C:11]([CH2:10][O:3][C:4]4[CH:5]=[CH:6][CH:7]=[CH:8][CH:9]=4)[CH:21]=[C:14]3[C:15]2=[O:20])[CH2:26][CH2:25]1, predict the reactants needed to synthesize it. (7) The reactants are: C[O:2][C:3]([C:5]1[CH:14]=[C:13]2[C:8]([C@@H:9]([NH:15][C:16]([O:18][CH2:19][C:20]3[CH:25]=[CH:24][CH:23]=[CH:22][CH:21]=3)=[O:17])[CH2:10][CH2:11][S:12]2)=[CH:7][CH:6]=1)=[O:4].C(=O)([O-])[O-].[K+].[K+]. Given the product [CH2:19]([O:18][C:16]([NH:15][C@@H:9]1[C:8]2[C:13](=[CH:14][C:5]([C:3]([OH:4])=[O:2])=[CH:6][CH:7]=2)[S:12][CH2:11][CH2:10]1)=[O:17])[C:20]1[CH:25]=[CH:24][CH:23]=[CH:22][CH:21]=1, predict the reactants needed to synthesize it.